Dataset: Reaction yield outcomes from USPTO patents with 853,638 reactions. Task: Predict the reaction yield, written as a fraction of the theoretical maximum amount of product (1.0 means a 100% yield; for example, 0.34 means a 34% yield). (1) The reactants are [OH:1][C@H:2]([CH3:6])[C:3]([NH2:5])=[O:4].C(N(CC)CC)C.[CH3:14][S:15](Cl)(=[O:17])=[O:16]. The catalyst is C1COCC1.O. The product is [C:3]([C@H:2]([O:1][S:15]([CH3:14])(=[O:17])=[O:16])[CH3:6])(=[O:4])[NH2:5]. The yield is 0.700. (2) The reactants are [OH:1][CH2:2][CH2:3][CH2:4][NH:5][C:6]1[CH:13]=[CH:12][C:9]([C:10]#[N:11])=[CH:8][CH:7]=1.C(N(CC)CC)C.[C:21]1([CH3:31])[CH:26]=[CH:25][C:24]([S:27](Cl)(=[O:29])=[O:28])=[CH:23][CH:22]=1. The catalyst is CC#N. The product is [CH3:31][C:21]1[CH:26]=[CH:25][C:24]([S:27]([O:1][CH2:2][CH2:3][CH2:4][NH:5][C:6]2[CH:13]=[CH:12][C:9]([C:10]#[N:11])=[CH:8][CH:7]=2)(=[O:29])=[O:28])=[CH:23][CH:22]=1. The yield is 0.770. (3) The reactants are [CH2:1]([O:3][C:4]([C:6]1[CH:7]=[C:8]2[C:13](=[CH:14][CH:15]=1)[NH:12][CH:11]([C:16]1[CH:21]=[CH:20][C:19](Br)=[CH:18][CH:17]=1)[C:10]([CH3:24])([CH3:23])[CH2:9]2)=[O:5])[CH3:2].[NH:25]1[CH2:30][CH2:29][O:28][CH2:27][CH2:26]1.Cl.CN(C)CC(O)=O.C(=O)([O-])[O-].[K+].[K+]. The catalyst is CS(C)=O.[Cu]I.C(OCC)(=O)C. The product is [CH2:1]([O:3][C:4]([C:6]1[CH:7]=[C:8]2[C:13](=[CH:14][CH:15]=1)[NH:12][CH:11]([C:16]1[CH:21]=[CH:20][C:19]([N:25]3[CH2:30][CH2:29][O:28][CH2:27][CH2:26]3)=[CH:18][CH:17]=1)[C:10]([CH3:24])([CH3:23])[CH2:9]2)=[O:5])[CH3:2]. The yield is 0.200. (4) The reactants are [N+:1]([C:4]1[C:5]([N:11]2[CH2:16][CH2:15][CH2:14][CH2:13][CH2:12]2)=[N:6][CH:7]=[CH:8][C:9]=1[NH2:10])([O-])=O. The catalyst is CO.[Pd]. The product is [N:11]1([C:5]2[C:4]([NH2:1])=[C:9]([NH2:10])[CH:8]=[CH:7][N:6]=2)[CH2:12][CH2:13][CH2:14][CH2:15][CH2:16]1. The yield is 0.785. (5) The reactants are [N+:1]([C:4]1[CH:5]=[C:6]([CH:8]=[C:9]([N+:11]([O-:13])=[O:12])[CH:10]=1)N)([O-:3])=[O:2].N([O-])=O.[Na+].O.[ClH:19]. The catalyst is FC(F)(F)C(O)=O.[Cu]Cl. The product is [Cl:19][C:6]1[CH:5]=[C:4]([N+:1]([O-:3])=[O:2])[CH:10]=[C:9]([N+:11]([O-:13])=[O:12])[CH:8]=1. The yield is 0.690. (6) The reactants are [OH:1][CH:2]1[CH2:7][CH2:6][CH2:5][C:4]([C:8]2[S:12][C:11]([C:13]([OH:15])=[O:14])=[C:10]([N:16]([C:30]([C@H:32]3[CH2:37][CH2:36][C@H:35]([CH3:38])[CH2:34][CH2:33]3)=[O:31])[C@H:17]3[CH2:22][CH2:21][C@H:20]([O:23]C4CCCCO4)[CH2:19][CH2:18]3)[CH:9]=2)=[CH:3]1. The catalyst is C(O)(=O)C.C1COCC1.O. The product is [OH:1][CH:2]1[CH2:7][CH2:6][CH2:5][C:4]([C:8]2[S:12][C:11]([C:13]([OH:15])=[O:14])=[C:10]([N:16]([C@H:17]3[CH2:18][CH2:19][C@H:20]([OH:23])[CH2:21][CH2:22]3)[C:30]([C@H:32]3[CH2:37][CH2:36][C@H:35]([CH3:38])[CH2:34][CH2:33]3)=[O:31])[CH:9]=2)=[CH:3]1. The yield is 0.470.